From a dataset of Reaction yield outcomes from USPTO patents with 853,638 reactions. Predict the reaction yield, written as a fraction of the theoretical maximum amount of product (1.0 means a 100% yield; for example, 0.34 means a 34% yield). (1) The reactants are [CH3:1][O:2][C:3]1[CH:8]=[CH:7][C:6](B2OC(C)(C)C(C)(C)O2)=[CH:5][C:4]=1[N+:18]([O-:20])=[O:19].[O:21]1[CH2:26][CH:25]=[C:24](OS(C(F)(F)F)(=O)=O)[CH2:23][CH2:22]1.C(=O)([O-])[O-].[Na+].[Na+]. The catalyst is C(O)C.C1(C)C=CC=CC=1.[CH-]1C=C(P(C2C=CC=CC=2)C2C=CC=CC=2)C=C1.[CH-]1C=C(P(C2C=CC=CC=2)C2C=CC=CC=2)C=C1.Cl[Pd]Cl.[Fe+2]. The product is [CH3:1][O:2][C:3]1[CH:8]=[CH:7][C:6]([C:24]2[CH2:25][CH2:26][O:21][CH2:22][CH:23]=2)=[CH:5][C:4]=1[N+:18]([O-:20])=[O:19]. The yield is 0.600. (2) The reactants are [O:1]1[C:5]2[CH:6]=[CH:7][CH:8]=[CH:9][C:4]=2[CH:3]=[C:2]1[Si](C)(C)C.[Br:14][C:15]1[CH:20]=[CH:19][C:18]([CH2:21][C:22](Cl)=[O:23])=[CH:17][CH:16]=1. The catalyst is C(Cl)Cl.Cl[Ti](Cl)(Cl)Cl. The product is [O:1]1[C:5]2[CH:6]=[CH:7][CH:8]=[CH:9][C:4]=2[CH:3]=[C:2]1[C:22](=[O:23])[CH2:21][C:18]1[CH:19]=[CH:20][C:15]([Br:14])=[CH:16][CH:17]=1. The yield is 0.170. (3) The reactants are [F:1][C:2]1[CH:3]=[C:4]([N+:10]([O-:12])=[O:11])[CH:5]=[C:6]([F:9])[C:7]=1F.[F:13][C:14]1[CH:19]=[CH:18][C:17]([OH:20])=[CH:16][CH:15]=1.C([O-])([O-])=O.[Cs+].[Cs+]. The catalyst is CN(C=O)C. The product is [F:13][C:14]1[CH:19]=[CH:18][C:17]([O:20][C:7]2[C:6]([F:9])=[CH:5][C:4]([N+:10]([O-:12])=[O:11])=[CH:3][C:2]=2[F:1])=[CH:16][CH:15]=1. The yield is 1.05. (4) The reactants are Cl[C:2]1[C:7]([N+:8]([O-:10])=[O:9])=[C:6]([CH3:11])[CH:5]=[CH:4][N:3]=1.[CH2:12]([NH:19][CH2:20][C:21]1[CH:26]=[CH:25][CH:24]=[CH:23][CH:22]=1)[C:13]1[CH:18]=[CH:17][CH:16]=[CH:15][CH:14]=1.C(=O)([O-])[O-].[Na+].[Na+]. The catalyst is O1CCCC1.ClCCl.O. The product is [CH2:20]([N:19]([CH2:12][C:13]1[CH:18]=[CH:17][CH:16]=[CH:15][CH:14]=1)[C:2]1[C:7]([N+:8]([O-:10])=[O:9])=[C:6]([CH3:11])[CH:5]=[CH:4][N:3]=1)[C:21]1[CH:26]=[CH:25][CH:24]=[CH:23][CH:22]=1. The yield is 0.750. (5) The reactants are [CH:1]([CH:3]1[CH2:8][CH2:7][N:6]([C:9]([O:11][C:12]([CH3:15])([CH3:14])[CH3:13])=[O:10])[CH2:5][CH2:4]1)=O.Cl.[NH2:17][OH:18].C(=O)([O-])[O-].[Na+].[Na+]. The catalyst is CO.O. The product is [OH:18][N:17]=[CH:1][CH:3]1[CH2:8][CH2:7][N:6]([C:9]([O:11][C:12]([CH3:15])([CH3:14])[CH3:13])=[O:10])[CH2:5][CH2:4]1. The yield is 0.992. (6) The reactants are [N:1]1([C:7]([O:9][C:10]([CH3:13])([CH3:12])[CH3:11])=[O:8])[CH2:6][CH2:5][NH:4][CH2:3][CH2:2]1.[C:14]1(=O)[CH2:17][CH2:16][CH2:15]1.C(O[BH-](OC(=O)C)OC(=O)C)(=O)C.[Na+]. The catalyst is ClCCCl. The product is [CH:14]1([N:4]2[CH2:5][CH2:6][N:1]([C:7]([O:9][C:10]([CH3:13])([CH3:12])[CH3:11])=[O:8])[CH2:2][CH2:3]2)[CH2:17][CH2:16][CH2:15]1. The yield is 0.950. (7) The reactants are I[CH2:2][C@H:3]([NH:8][S:9]([C:12]1[CH:18]=[CH:17][C:15]([CH3:16])=[CH:14][CH:13]=1)(=[O:11])=[O:10])[CH2:4][C:5]([OH:7])=[O:6].[N-:19]=[N+:20]=[N-:21].[Na+]. The catalyst is CC#N.O. The product is [CH2:14]([O:7][C:5](=[O:6])[CH2:4][C@@H:3]([NH:8][S:9]([C:12]1[CH:18]=[CH:17][C:15]([CH3:16])=[CH:14][CH:13]=1)(=[O:11])=[O:10])[CH2:2][N:19]=[N+:20]=[N-:21])[CH:15]([CH3:17])[CH3:16]. The yield is 0.980.